The task is: Predict the product of the given reaction.. This data is from Forward reaction prediction with 1.9M reactions from USPTO patents (1976-2016). (1) Given the reactants C([SiH](CC)CC)C.[CH2:8]([O:15][C@@H:16]1[C@@H:22]([O:23][CH2:24][C:25]2[CH:30]=[CH:29][CH:28]=[CH:27][CH:26]=2)[C@H:21]([O:31][CH2:32][C:33]2[CH:38]=[CH:37][CH:36]=[CH:35][CH:34]=2)[C@@H:20]([CH2:39][O:40][CH2:41][C:42]2[CH:47]=[CH:46][CH:45]=[CH:44][CH:43]=2)[O:19][C:17]1([C:48]1[CH:53]=[C:52]([CH3:54])[CH:51]=[CH:50][C:49]=1[O:55][CH2:56][CH3:57])O)[C:9]1[CH:14]=[CH:13][CH:12]=[CH:11][CH:10]=1.C(=O)([O-])[O-].[K+].[K+], predict the reaction product. The product is: [CH2:8]([O:15][C@@H:16]1[C@@H:22]([O:23][CH2:24][C:25]2[CH:26]=[CH:27][CH:28]=[CH:29][CH:30]=2)[C@H:21]([O:31][CH2:32][C:33]2[CH:38]=[CH:37][CH:36]=[CH:35][CH:34]=2)[C@@H:20]([CH2:39][O:40][CH2:41][C:42]2[CH:43]=[CH:44][CH:45]=[CH:46][CH:47]=2)[O:19][C@H:17]1[C:48]1[CH:53]=[C:52]([CH3:54])[CH:51]=[CH:50][C:49]=1[O:55][CH2:56][CH3:57])[C:9]1[CH:10]=[CH:11][CH:12]=[CH:13][CH:14]=1. (2) Given the reactants [C-:1]#[N:2].[K+].[C:4]([C:8]1[CH:13]=[C:12](Cl)[CH:11]=[C:10]([C:15]([CH3:18])([CH3:17])[CH3:16])[C:9]=1[OH:19])([CH3:7])([CH3:6])[CH3:5].[C-:20]#N, predict the reaction product. The product is: [C:4]([C:8]1[CH:13]=[C:12]([CH2:20][C:1]#[N:2])[CH:11]=[C:10]([C:15]([CH3:18])([CH3:17])[CH3:16])[C:9]=1[OH:19])([CH3:7])([CH3:6])[CH3:5]. (3) Given the reactants FC(F)(F)S(OS(C(F)(F)F)(=O)=O)(=O)=O.[CH3:16][NH:17][C:18](=O)[C:19](=[N:26][O:27][CH2:28][C:29]1[N:34]=[C:33]([NH:35][C:36](=[O:42])[O:37][C:38]([CH3:41])(C)C)[CH:32]=[CH:31][CH:30]=1)[C:20]1[CH:25]=[CH:24][CH:23]=[CH:22][CH:21]=1.N1[CH:49]=[CH:48]C=CC=1.[N-:50]=[N+:51]=[N-:52].[Na+], predict the reaction product. The product is: [CH2:38]([O:37][C:36](=[O:42])[NH:35][C:33]1[CH:32]=[CH:31][CH:30]=[C:29]([CH2:28][O:27][N:26]=[C:19]([C:18]2[N:17]([CH3:16])[N:52]=[N:51][N:50]=2)[C:20]2[CH:21]=[CH:22][CH:23]=[CH:24][CH:25]=2)[N:34]=1)[CH2:41][C:48]#[CH:49]. (4) Given the reactants Br[C:2]1[C:7]([CH3:8])=[C:6]([CH3:9])[C:5]([O:10][CH2:11][CH2:12][O:13][CH2:14][CH3:15])=[CH:4][C:3]=1[CH3:16].[CH:17]([C:19]1[CH:20]=[C:21](B(O)O)[CH:22]=[CH:23][CH:24]=1)=[O:18].C(=O)([O-])[O-].[Cs+].[Cs+].O, predict the reaction product. The product is: [CH2:14]([O:13][CH2:12][CH2:11][O:10][C:5]1[CH:4]=[C:3]([CH3:16])[C:2]([C:23]2[CH:22]=[CH:21][CH:20]=[C:19]([CH:17]=[O:18])[CH:24]=2)=[C:7]([CH3:8])[C:6]=1[CH3:9])[CH3:15].